This data is from Forward reaction prediction with 1.9M reactions from USPTO patents (1976-2016). The task is: Predict the product of the given reaction. (1) The product is: [CH2:1]([N:8]1[C:16]2[C:11](=[CH:12][C:13]([C:17]3[CH:22]=[CH:21][CH:20]=[C:19]([O:23][C:24]([F:27])([F:25])[F:26])[CH:18]=3)=[CH:14][CH:15]=2)[C:10]([C:28](=[O:34])[C:29]([OH:31])=[O:30])=[CH:9]1)[C:2]1[CH:3]=[CH:4][CH:5]=[CH:6][CH:7]=1. Given the reactants [CH2:1]([N:8]1[C:16]2[C:11](=[CH:12][C:13]([C:17]3[CH:22]=[CH:21][CH:20]=[C:19]([O:23][C:24]([F:27])([F:26])[F:25])[CH:18]=3)=[CH:14][CH:15]=2)[C:10]([C:28](=[O:34])[C:29]([O:31]CC)=[O:30])=[CH:9]1)[C:2]1[CH:7]=[CH:6][CH:5]=[CH:4][CH:3]=1.[OH-].[K+], predict the reaction product. (2) Given the reactants C(OC([N:8]1[CH2:11][CH:10]([N:12]([C:14]2[CH:15]=[C:16]3[C:25](=[CH:26][C:27]=2[CH3:28])[O:24][CH2:23][C:22]2[N:17]3[CH:18]([CH3:30])[C:19](=[O:29])[NH:20][N:21]=2)[CH3:13])[CH2:9]1)=O)(C)(C)C.[C:31]([OH:37])([C:33]([F:36])([F:35])[F:34])=[O:32], predict the reaction product. The product is: [F:34][C:33]([F:36])([F:35])[C:31]([OH:37])=[O:32].[NH:8]1[CH2:9][CH:10]([N:12]([CH3:13])[C:14]2[CH:15]=[C:16]3[C:25](=[CH:26][C:27]=2[CH3:28])[O:24][CH2:23][C:22]2[N:17]3[CH:18]([CH3:30])[C:19](=[O:29])[NH:20][N:21]=2)[CH2:11]1.